From a dataset of Full USPTO retrosynthesis dataset with 1.9M reactions from patents (1976-2016). Predict the reactants needed to synthesize the given product. (1) Given the product [C:35]([O:34][C:32]([NH:31]/[C:30](=[N:29]\[C:22](=[O:23])[O:24][C:25]([CH3:28])([CH3:27])[CH3:26])/[NH:2][CH2:3][CH:4]([OH:5])[C:6]1[CH:11]=[CH:10][C:9]([OH:12])=[CH:8][CH:7]=1)=[O:33])([CH3:38])([CH3:37])[CH3:36], predict the reactants needed to synthesize it. The reactants are: Cl.[NH2:2][CH2:3][CH:4]([C:6]1[CH:11]=[CH:10][C:9]([OH:12])=[CH:8][CH:7]=1)[OH:5].C(N(CC)C(C)C)(C)C.[C:22]([NH:29][C:30](N1C=CC=N1)=[N:31][C:32]([O:34][C:35]([CH3:38])([CH3:37])[CH3:36])=[O:33])([O:24][C:25]([CH3:28])([CH3:27])[CH3:26])=[O:23]. (2) The reactants are: [F:1][C:2]([F:21])([F:20])[C:3]1[CH:4]=[C:5]([C:13]2([CH:18]=[O:19])[CH2:17][CH2:16][CH2:15][CH2:14]2)[CH:6]=[C:7]([C:9]([F:12])([F:11])[F:10])[CH:8]=1.FC(F)(F)C1C=CC(C2(CO)CCCC2)=CC=1. Given the product [F:1][C:2]([F:20])([F:21])[C:3]1[CH:4]=[C:5]([C:13]2([CH2:18][OH:19])[CH2:17][CH2:16][CH2:15][CH2:14]2)[CH:6]=[C:7]([C:9]([F:10])([F:11])[F:12])[CH:8]=1, predict the reactants needed to synthesize it.